Dataset: Reaction yield outcomes from USPTO patents with 853,638 reactions. Task: Predict the reaction yield, written as a fraction of the theoretical maximum amount of product (1.0 means a 100% yield; for example, 0.34 means a 34% yield). (1) The reactants are [CH:1]1([CH2:4][C@H:5]([NH:26]C(=O)OC(C)(C)C)[CH2:6][O:7][C:8]2[C:9]([CH3:25])=[CH:10][C:11]3[C:20]4[C:15](=[C:16]([CH3:21])[N:17]=[CH:18][CH:19]=4)[C:14](=[O:22])[N:13]([CH3:23])[C:12]=3[CH:24]=2)[CH2:3][CH2:2]1.Cl. The catalyst is CO. The product is [NH2:26][C@@H:5]([CH2:4][CH:1]1[CH2:3][CH2:2]1)[CH2:6][O:7][C:8]1[C:9]([CH3:25])=[CH:10][C:11]2[C:20]3[C:15](=[C:16]([CH3:21])[N:17]=[CH:18][CH:19]=3)[C:14](=[O:22])[N:13]([CH3:23])[C:12]=2[CH:24]=1. The yield is 0.930. (2) The reactants are [Si]([C:8]1[N:9](C(=O)C)[C:10]2[C:15]([C:16]=1[C:17](=[O:30])[C:18]1[CH:23]=[C:22]([O:24][CH3:25])[C:21]([O:26][CH3:27])=[C:20]([O:28][CH3:29])[CH:19]=1)=[CH:14][CH:13]=[C:12]([O:31][CH3:32])[CH:11]=2)(C(C)(C)C)(C)C.CCCC[N+](CCCC)(CCCC)CCCC.[F-]. The catalyst is C1COCC1. The product is [CH3:32][O:31][C:12]1[CH:11]=[C:10]2[C:15]([C:16]([C:17]([C:18]3[CH:23]=[C:22]([O:24][CH3:25])[C:21]([O:26][CH3:27])=[C:20]([O:28][CH3:29])[CH:19]=3)=[O:30])=[CH:8][NH:9]2)=[CH:14][CH:13]=1. The yield is 1.00. (3) The reactants are [CH2:1]([O:3][C:4]([C:6]1[NH:7][C:8]2[C:13]([CH:14]=1)=[CH:12][C:11]([OH:15])=[CH:10][CH:9]=2)=[O:5])[CH3:2].Br[CH2:17][CH2:18][CH2:19][Cl:20].C(=O)([O-])[O-].[K+].[K+]. The catalyst is CC(=O)CC. The product is [CH2:1]([O:3][C:4]([C:6]1[NH:7][C:8]2[C:13]([CH:14]=1)=[CH:12][C:11]([O:15][CH2:17][CH2:18][CH2:19][Cl:20])=[CH:10][CH:9]=2)=[O:5])[CH3:2]. The yield is 0.740. (4) The reactants are O[C:2]1[C:7]([I:8])=[CH:6][C:5]([N+:9]([O-:11])=[O:10])=[CH:4][C:3]=1[NH:12][C:13](=[O:19])[O:14]C(C)(C)C.C1N=CN(C(N2C=NC=C2)=O)C=1. The catalyst is C1COCC1. The product is [I:8][C:7]1[C:2]2[O:19][C:13](=[O:14])[NH:12][C:3]=2[CH:4]=[C:5]([N+:9]([O-:11])=[O:10])[CH:6]=1. The yield is 0.910. (5) The reactants are CC1C=CN=C(N[C:9](=[O:25])[C:10]2[CH:15]=[CH:14][C:13]([B:16]3[O:20][C:19]([CH3:22])([CH3:21])[C:18]([CH3:24])([CH3:23])[O:17]3)=[CH:12][CH:11]=2)C=1.[F:26][C:27]([F:36])([F:35])[C:28]1[CH:33]=[CH:32][N:31]=[C:30]([NH2:34])[CH:29]=1. No catalyst specified. The product is [CH3:21][C:19]1([CH3:22])[C:18]([CH3:23])([CH3:24])[O:17][B:16]([C:13]2[CH:14]=[CH:15][C:10]([C:9]([NH:34][C:30]3[CH:29]=[C:28]([C:27]([F:26])([F:35])[F:36])[CH:33]=[CH:32][N:31]=3)=[O:25])=[CH:11][CH:12]=2)[O:20]1. The yield is 0.890. (6) The reactants are [C:1]([C:3]1[CH:8]=[CH:7][CH:6]=[CH:5][C:4]=1[C:9]1[CH:14]=[CH:13][C:12]([CH2:15][CH:16]([C:22](=O)[CH2:23][CH2:24][CH3:25])[C:17](OCC)=[O:18])=[CH:11][CH:10]=1)#[N:2].Cl.[CH3:28][C:29]1[CH:33]=[C:32]([NH:34][CH:35]2[CH2:40][CH2:39][O:38][CH2:37][CH2:36]2)[NH:31][N:30]=1.C(N(CC)C1C=CC=CC=1)C. The catalyst is C(OCC)(=O)C. The product is [CH3:28][C:29]1[CH:33]=[C:32]2[N:34]([CH:35]3[CH2:40][CH2:39][O:38][CH2:37][CH2:36]3)[C:17](=[O:18])[C:16]([CH2:15][C:12]3[CH:13]=[CH:14][C:9]([C:4]4[C:3]([C:1]#[N:2])=[CH:8][CH:7]=[CH:6][CH:5]=4)=[CH:10][CH:11]=3)=[C:22]([CH2:23][CH2:24][CH3:25])[N:31]2[N:30]=1. The yield is 0.420. (7) The product is [CH:8]1([N:9]([O:50][CH3:49])[C:40]([C:39]2[C:31]([NH:30][C:24]3[CH:25]=[CH:26][C:27]([I:29])=[CH:28][C:23]=3[F:22])=[C:32]([CH3:44])[C:33](=[O:43])[N:34]3[C:38]=2[CH2:37][CH2:36][CH2:35]3)=[O:41])[CH2:6][CH2:7]1. The yield is 0.482. The reactants are CCN=C=N[CH2:6][CH2:7][CH2:8][N:9](C)C.C1C=CC2N(O)N=NC=2C=1.[F:22][C:23]1[CH:28]=[C:27]([I:29])[CH:26]=[CH:25][C:24]=1[NH:30][C:31]1[C:39]([C:40](O)=[O:41])=[C:38]2[N:34]([CH2:35][CH2:36][CH2:37]2)[C:33](=[O:43])[C:32]=1[CH3:44].Cl.C1([CH2:49][O:50]N)CC1. The catalyst is CN(C=O)C.C(Cl)Cl.CO. (8) No catalyst specified. The yield is 0.990. The reactants are NC1C=CC(C2C=NN(CCCO)C=2)=CC=1C(N(CC)CC)=O.Br[C:25]1[CH:33]=[CH:32][C:31]([N+:34]([O-:36])=[O:35])=[C:30]2[C:26]=1[CH2:27][N:28]([CH3:38])[C:29]2=[O:37].CC1(C)C(C)(C)OB(C2C=NN(CCCO)C=2)O1.[CH3:57][C:58]1([CH3:78])[O:62][C@@H:61]([CH2:63][N:64]2[CH:68]=[C:67](B3OC(C)(C)C(C)(C)O3)[CH:66]=[N:65]2)[CH2:60][O:59]1. The product is [CH3:57][C:58]1([CH3:78])[O:62][C@@H:61]([CH2:63][N:64]2[CH:68]=[C:67]([C:25]3[CH:33]=[CH:32][C:31]([N+:34]([O-:36])=[O:35])=[C:30]4[C:26]=3[CH2:27][N:28]([CH3:38])[C:29]4=[O:37])[CH:66]=[N:65]2)[CH2:60][O:59]1.